From a dataset of Reaction yield outcomes from USPTO patents with 853,638 reactions. Predict the reaction yield, written as a fraction of the theoretical maximum amount of product (1.0 means a 100% yield; for example, 0.34 means a 34% yield). (1) The reactants are Cl[CH2:2][C:3]1[C:4]2[C:9]([CH:10]=[C:11]3[C:16]=1[CH:15]=[CH:14][CH:13]=[CH:12]3)=[CH:8][CH:7]=[CH:6][CH:5]=2.[C-:17]#[N:18].[K+]. The product is [CH:5]1[C:4]2[C:9](=[CH:10][C:11]3[C:16]([C:3]=2[CH2:2][C:17]#[N:18])=[CH:15][CH:14]=[CH:13][CH:12]=3)[CH:8]=[CH:7][CH:6]=1. The yield is 0.980. The catalyst is C(#N)C. (2) The reactants are [F:1][C:2]1[CH:7]=[CH:6][CH:5]=[CH:4][C:3]=1[CH2:8][C:9]([O:11][C@H:12]([C:14]1[CH:19]=[CH:18][CH:17]=[CH:16][CH:15]=1)[CH3:13])=[O:10].[CH2:20]1[CH2:30][CH2:29][N:28]2C(=NC[CH2:26][CH2:27]2)CC1.C(Br)(Br)(Br)Br.N1CCCCC1. The catalyst is C1COCC1.C(OCC)C.C1(C)C=CC=CC=1. The product is [F:1][C:2]1[CH:7]=[CH:6][CH:5]=[CH:4][C:3]=1[C@@H:8]([N:28]1[CH2:27][CH2:26][CH2:20][CH2:30][CH2:29]1)[C:9]([O:11][C@H:12]([C:14]1[CH:15]=[CH:16][CH:17]=[CH:18][CH:19]=1)[CH3:13])=[O:10]. The yield is 0.110. (3) The reactants are Br[C:2]1[CH:3]([C:14]2[CH:19]=[CH:18][C:17]([O:20][CH2:21][CH2:22][N:23]3[CH2:26][CH:25]([CH2:27][F:28])[CH2:24]3)=[CH:16][CH:15]=2)[O:4][C:5]2[C:10]([C:11]=1[CH3:12])=[CH:9][C:8]([OH:13])=[CH:7][CH:6]=2.[CH3:29][S:30]([C:33]1[CH:38]=[CH:37][C:36](B(O)O)=[CH:35][CH:34]=1)(=[O:32])=[O:31].C(=O)([O-])[O-].[K+].[K+]. The catalyst is CN(C=O)C.O.Cl[Pd](Cl)([P](C1C=CC=CC=1)(C1C=CC=CC=1)C1C=CC=CC=1)[P](C1C=CC=CC=1)(C1C=CC=CC=1)C1C=CC=CC=1. The product is [F:28][CH2:27][CH:25]1[CH2:26][N:23]([CH2:22][CH2:21][O:20][C:17]2[CH:18]=[CH:19][C:14]([CH:3]3[C:2]([C:36]4[CH:37]=[CH:38][C:33]([S:30]([CH3:29])(=[O:32])=[O:31])=[CH:34][CH:35]=4)=[C:11]([CH3:12])[C:10]4[C:5](=[CH:6][CH:7]=[C:8]([OH:13])[CH:9]=4)[O:4]3)=[CH:15][CH:16]=2)[CH2:24]1. The yield is 0.0700.